From a dataset of Reaction yield outcomes from USPTO patents with 853,638 reactions. Predict the reaction yield, written as a fraction of the theoretical maximum amount of product (1.0 means a 100% yield; for example, 0.34 means a 34% yield). The reactants are [OH:1][CH2:2][C@@H:3]1[C@@H:7]([O:8][Si](C(C)C)(C(C)C)C(C)C)[CH2:6][C@H:5]([NH:19][C:20]2[C:25]([C:26]([C:28]3[O:29][CH:30]=[C:31]([CH2:33][O:34][Si](C(C)C)(C(C)C)C(C)C)[CH:32]=3)=[O:27])=[CH:24][N:23]=[CH:22][N:21]=2)[CH2:4]1.Cl[S:46]([NH2:49])(=[O:48])=[O:47].Cl.C([O-])(O)=O.[Na+]. The catalyst is CN(C=O)C.C1COCC1. The product is [S:46](=[O:48])(=[O:47])([O:1][CH2:2][C@H:3]1[CH2:4][C@@H:5]([NH:19][C:20]2[C:25]([C:26]([C:28]3[O:29][CH:30]=[C:31]([CH2:33][OH:34])[CH:32]=3)=[O:27])=[CH:24][N:23]=[CH:22][N:21]=2)[CH2:6][C@@H:7]1[OH:8])[NH2:49]. The yield is 0.390.